This data is from Tyrosyl-DNA phosphodiesterase HTS with 341,365 compounds. The task is: Binary Classification. Given a drug SMILES string, predict its activity (active/inactive) in a high-throughput screening assay against a specified biological target. (1) The molecule is Clc1c(CNC(=O)C2CN(S(=O)(=O)c3c([nH]nc3C)C)CCC2)cccc1. The result is 0 (inactive). (2) The drug is O=C1N(C(=O)C2C1C(NC2c1cc(OC)c(cc1)c1ccc(cc1)C(=O)C)(Cc1ccccc1)C(OC)=O)CC. The result is 0 (inactive). (3) The molecule is O=C1N(Cc2c1c(ccc2)C(=O)Nc1cc(OC)ccc1)CCOC. The result is 0 (inactive). (4) The drug is Clc1ccc(Cn2c(cc3oc(cc23)C)C(=O)NCCCN2CCOCC2)cc1. The result is 0 (inactive). (5) The drug is s1c2c(CCCCC2)c(C(=O)NCCCN2C(CCCC2)CC)c1. The result is 0 (inactive). (6) The molecule is S(=O)(=O)(N1CCCCCC1)c1cc2N(CC(=O)NCc3ccc(OC)cc3)C(=O)COc2cc1. The result is 0 (inactive). (7) The drug is S(=O)(=O)(N1CCC(CC1)C(=O)N(CC(C)C)c1c(n(CCCC)c(=O)[nH]c1=O)N)c1c(cc(cc1)C)C. The result is 0 (inactive).